Dataset: Reaction yield outcomes from USPTO patents with 853,638 reactions. Task: Predict the reaction yield, written as a fraction of the theoretical maximum amount of product (1.0 means a 100% yield; for example, 0.34 means a 34% yield). (1) The reactants are [Br:1][C:2]1[CH:7]=[CH:6][C:5]([NH2:8])=[CH:4][C:3]=1[F:9].O[CH2:11][CH:12]([CH2:14]O)O.[OH-].[NH4+]. The catalyst is S(=O)(=O)(O)O. The product is [Br:1][C:2]1[CH:7]=[C:6]2[C:5](=[CH:4][C:3]=1[F:9])[N:8]=[CH:14][CH:12]=[CH:11]2. The yield is 0.390. (2) The reactants are [N+]([C:4]1[CH:11]=[CH:10][CH:9]=[C:8]([N+:12]([O-:14])=[O:13])[C:5]=1[C:6]#[N:7])([O-])=O.[CH2:15]=[C:16]([CH2:19][OH:20])[CH2:17][OH:18]. No catalyst specified. The product is [OH:18][CH2:17][C:16](=[CH2:15])[CH2:19][O:20][C:4]1[CH:11]=[CH:10][CH:9]=[C:8]([N+:12]([O-:14])=[O:13])[C:5]=1[C:6]#[N:7]. The yield is 0.550. (3) The reactants are [NH:1]1[C:9]2[C:4](=[CH:5][CH:6]=[CH:7][CH:8]=2)[CH2:3][C:2]1=[O:10].[CH2:11]([N:13]([CH2:28][CH3:29])[CH2:14][CH2:15][CH2:16][C:17]1[CH:18]=[C:19]2[C:23](=[CH:24][CH:25]=1)[NH:22][C:21]([CH:26]=O)=[CH:20]2)[CH3:12].N1CCCCC1. The catalyst is C(O)C. The product is [CH2:28]([N:13]([CH2:11][CH3:12])[CH2:14][CH2:15][CH2:16][C:17]1[CH:18]=[C:19]2[C:23](=[CH:24][CH:25]=1)[NH:22][C:21]([CH:26]=[C:3]1[C:4]3[C:9](=[CH:8][CH:7]=[CH:6][CH:5]=3)[NH:1][C:2]1=[O:10])=[CH:20]2)[CH3:29]. The yield is 0.180. (4) The reactants are [OH:1][C@H:2]1[C@H:10]([CH3:11])[O:9][C:8](=[O:12])[C@@H:7]([N:13]([CH2:21][O:22][CH3:23])[C:14](=[O:20])[O:15][C:16]([CH3:19])([CH3:18])[CH3:17])[CH2:6][CH2:5][CH2:4][C@@H:3]1[CH2:24][C:25]1[CH:30]=[CH:29][C:28]([O:31][CH3:32])=[CH:27][CH:26]=1.C(=O)(OC(C)(C)C)O[CH2:35][CH:36]=[CH2:37]. The catalyst is C1COCC1.C1(P(C2C=CC=CC=2)C2C=CC=CC=2)C=CC=CC=1.C1(P(C2C=CC=CC=2)C2C=CC=CC=2)C=CC=CC=1.C1(P(C2C=CC=CC=2)C2C=CC=CC=2)C=CC=CC=1.C1(P(C2C=CC=CC=2)C2C=CC=CC=2)C=CC=CC=1.[Pd]. The product is [CH2:37]([O:1][C@H:2]1[C@H:10]([CH3:11])[O:9][C:8](=[O:12])[C@@H:7]([N:13]([CH2:21][O:22][CH3:23])[C:14](=[O:20])[O:15][C:16]([CH3:19])([CH3:17])[CH3:18])[CH2:6][CH2:5][CH2:4][C@@H:3]1[CH2:24][C:25]1[CH:30]=[CH:29][C:28]([O:31][CH3:32])=[CH:27][CH:26]=1)[CH:36]=[CH2:35]. The yield is 0.525.